From a dataset of Full USPTO retrosynthesis dataset with 1.9M reactions from patents (1976-2016). Predict the reactants needed to synthesize the given product. The reactants are: [CH3:1]C(C)([O-])C.[K+].[N+:7]([C:10]1[CH:19]=[CH:18][CH:17]=[C:16]2[C:11]=1[CH:12]=[CH:13][N:14]=[CH:15]2)([O-:9])=[O:8].ClCC(OCC)=O.C(=O)([O-])[O-].[K+].[K+]. Given the product [CH3:1][C:19]1[C:10]([N+:7]([O-:9])=[O:8])=[C:11]2[C:16](=[CH:17][CH:18]=1)[CH:15]=[N:14][CH:13]=[CH:12]2, predict the reactants needed to synthesize it.